Task: Predict which catalyst facilitates the given reaction.. Dataset: Catalyst prediction with 721,799 reactions and 888 catalyst types from USPTO (1) Reactant: C(OC([N:11]1[CH2:16][CH2:15][CH:14]([NH:17][C:18]2[C:27]3[C:22](=[CH:23][CH:24]=[C:25]([C:28]4[CH:29]=[N:30][C:31]5[C:36]([CH:37]=4)=[CH:35][CH:34]=[CH:33][CH:32]=5)[N:26]=3)[N:21]=[CH:20][C:19]=2C(O)=O)[CH2:13][CH2:12]1)=O)C1C=CC=CC=1.[CH2:41]([N:43]([CH2:46]C)CC)C.C1(P(N=[N+]=[N-])(C2C=CC=CC=2)=[O:55])C=CC=CC=1. Product: [CH3:41][N:43]1[C:19]2[CH:20]=[N:21][C:22]3[CH:23]=[CH:24][C:25]([C:28]4[CH:29]=[N:30][C:31]5[C:36]([CH:37]=4)=[CH:35][CH:34]=[CH:33][CH:32]=5)=[N:26][C:27]=3[C:18]=2[N:17]([CH:14]2[CH2:13][CH2:12][NH:11][CH2:16][CH2:15]2)[C:46]1=[O:55]. The catalyst class is: 9. (2) Reactant: [CH:1]([N:4]1[CH2:9][CH2:8][N:7]([C:10]([C@H:12]2[CH2:17][CH2:16][C@H:15]([O:18][C:19]3[CH:27]=[CH:26][C:22]([C:23](O)=[O:24])=[CH:21][CH:20]=3)[CH2:14][CH2:13]2)=[O:11])[CH2:6][CH2:5]1)([CH3:3])[CH3:2].C(N1C=CN=C1)(N1C=CN=C1)=O.[C:40](=[N:43]O)([NH2:42])[CH3:41].[H-].[Na+]. Product: [CH:1]([N:4]1[CH2:5][CH2:6][N:7]([C:10]([C@H:12]2[CH2:13][CH2:14][C@H:15]([O:18][C:19]3[CH:20]=[CH:21][C:22]([C:23]4[O:24][N:43]=[C:40]([CH3:41])[N:42]=4)=[CH:26][CH:27]=3)[CH2:16][CH2:17]2)=[O:11])[CH2:8][CH2:9]1)([CH3:3])[CH3:2]. The catalyst class is: 1. (3) The catalyst class is: 4. Product: [O:1]1[CH2:6][CH2:5][CH2:4][O:3][CH:2]1[C:7]1[CH:12]=[CH:11][C:10]([CH2:13][CH2:14][O:15][S:24]([CH3:23])(=[O:26])=[O:25])=[CH:9][CH:8]=1. Reactant: [O:1]1[CH2:6][CH2:5][CH2:4][O:3][CH:2]1[C:7]1[CH:12]=[CH:11][C:10]([CH2:13][CH2:14][OH:15])=[CH:9][CH:8]=1.C(N(CC)CC)C.[CH3:23][S:24](Cl)(=[O:26])=[O:25]. (4) Reactant: C([O:5][C:6]([CH:8]1[CH:12]([C:13]2[CH:18]=[CH:17][CH:16]=[C:15]([Cl:19])[C:14]=2[F:20])[C:11]([C:23]2[CH:28]=[CH:27][C:26]([Br:29])=[CH:25][CH:24]=2)([C:21]#[N:22])[CH:10]([CH2:30][C:31]([CH3:34])([CH3:33])[CH3:32])[NH:9]1)=[O:7])(C)(C)C.[F:35][C:36]([F:41])([F:40])[C:37]([OH:39])=[O:38]. Product: [F:35][C:36]([F:41])([F:40])[C:37]([OH:39])=[O:38].[Br:29][C:26]1[CH:25]=[CH:24][C:23]([C:11]2([C:21]#[N:22])[CH:10]([CH2:30][C:31]([CH3:34])([CH3:33])[CH3:32])[NH:9][CH:8]([C:6]([OH:7])=[O:5])[CH:12]2[C:13]2[CH:18]=[CH:17][CH:16]=[C:15]([Cl:19])[C:14]=2[F:20])=[CH:28][CH:27]=1. The catalyst class is: 4. (5) Reactant: [C:1]([O:5][C:6]([C:8]1[CH:29]=[CH:28][C:11]([CH2:12][CH:13]([CH2:17][CH2:18][C:19]2([CH2:22][C:23]([O:25][CH2:26][CH3:27])=[O:24])[CH2:21][CH2:20]2)[C:14](O)=[O:15])=[CH:10][CH:9]=1)=[O:7])([CH3:4])([CH3:3])[CH3:2].[Cl-].[NH4+]. Product: [CH2:26]([O:25][C:23](=[O:24])[CH2:22][C:19]1([CH2:18][CH2:17][CH:13]([CH2:14][OH:15])[CH2:12][C:11]2[CH:10]=[CH:9][C:8]([C:6]([O:5][C:1]([CH3:2])([CH3:4])[CH3:3])=[O:7])=[CH:29][CH:28]=2)[CH2:21][CH2:20]1)[CH3:27]. The catalyst class is: 1. (6) Reactant: [CH2:1]([O:5][C:6]1[CH:10]=[C:9]([CH2:11][CH2:12][S:13]([NH2:16])(=[O:15])=[O:14])[N:8]([CH2:17][C:18]2[CH:23]=[CH:22][C:21]([Cl:24])=[CH:20][C:19]=2[Cl:25])[N:7]=1)[CH2:2][CH2:3][CH3:4].N1(C2C=CN=CC=2)CCCC1.[C:37](Cl)(=[O:43])[CH2:38][CH2:39][CH2:40][CH2:41][CH3:42].Cl. Product: [CH2:1]([O:5][C:6]1[CH:10]=[C:9]([CH2:11][CH2:12][S:13]([NH:16][C:37](=[O:43])[CH2:38][CH2:39][CH2:40][CH2:41][CH3:42])(=[O:14])=[O:15])[N:8]([CH2:17][C:18]2[CH:23]=[CH:22][C:21]([Cl:24])=[CH:20][C:19]=2[Cl:25])[N:7]=1)[CH2:2][CH2:3][CH3:4]. The catalyst class is: 17. (7) Reactant: [C:1]([C:5]1[CH:6]=[C:7]([CH:17]=[C:18]([C:21]([CH3:24])([CH3:23])[CH3:22])[C:19]=1[OH:20])[C:8]([NH:10][C:11]1([C:14](O)=[O:15])[CH2:13][CH2:12]1)=[O:9])([CH3:4])([CH3:3])[CH3:2].ClC(N(C)C)=C(C)C.[NH2:33][C:34]1[CH:39]=[CH:38][CH:37]=[CH:36][N:35]=1. Product: [C:1]([C:5]1[CH:6]=[C:7]([CH:17]=[C:18]([C:21]([CH3:23])([CH3:24])[CH3:22])[C:19]=1[OH:20])[C:8]([NH:10][C:11]1([C:14](=[O:15])[NH:33][C:34]2[CH:39]=[CH:38][CH:37]=[CH:36][N:35]=2)[CH2:13][CH2:12]1)=[O:9])([CH3:3])([CH3:2])[CH3:4]. The catalyst class is: 2. (8) Reactant: [NH2:1][C:2]1[C:7]([C:8]([F:11])([F:10])[F:9])=[CH:6][C:5](/[CH:12]=[CH:13]/[C:14]([N:16]2[C@H:20]([CH2:21][C:22]3[CH:27]=[CH:26][CH:25]=[CH:24][CH:23]=3)[CH2:19][O:18][C:17]2=[O:28])=[O:15])=[CH:4][C:3]=1[Cl:29]. Product: [NH2:1][C:2]1[C:7]([C:8]([F:9])([F:10])[F:11])=[CH:6][C:5]([CH2:12][CH2:13][C:14]([N:16]2[C@H:20]([CH2:21][C:22]3[CH:23]=[CH:24][CH:25]=[CH:26][CH:27]=3)[CH2:19][O:18][C:17]2=[O:28])=[O:15])=[CH:4][C:3]=1[Cl:29]. The catalyst class is: 227. (9) Reactant: [Cl:1][C:2]1[CH:7]=[CH:6][C:5]([C:8]2[C:17]3[C:12](=[CH:13][CH:14]=[C:15]([C:18](O)=[O:19])[CH:16]=3)[CH:11]=[N:10][CH:9]=2)=[CH:4][CH:3]=1.C(N(CC)C(C)C)(C)C.F[P-](F)(F)(F)(F)F.N1(OC(N(C)C)=[N+](C)C)C2N=CC=CC=2N=N1.[CH3:54][S:55]([C:58]1[CH:63]=[CH:62][C:61]([CH2:64][NH2:65])=[CH:60][CH:59]=1)(=[O:57])=[O:56]. The catalyst class is: 9. Product: [Cl:1][C:2]1[CH:3]=[CH:4][C:5]([C:8]2[C:17]3[C:12](=[CH:13][CH:14]=[C:15]([C:18]([NH:65][CH2:64][C:61]4[CH:60]=[CH:59][C:58]([S:55]([CH3:54])(=[O:57])=[O:56])=[CH:63][CH:62]=4)=[O:19])[CH:16]=3)[CH:11]=[N:10][CH:9]=2)=[CH:6][CH:7]=1.